This data is from NCI-60 drug combinations with 297,098 pairs across 59 cell lines. The task is: Regression. Given two drug SMILES strings and cell line genomic features, predict the synergy score measuring deviation from expected non-interaction effect. Drug 1: C1CCN(CC1)CCOC2=CC=C(C=C2)C(=O)C3=C(SC4=C3C=CC(=C4)O)C5=CC=C(C=C5)O. Drug 2: CC1=C(C=C(C=C1)C(=O)NC2=CC(=CC(=C2)C(F)(F)F)N3C=C(N=C3)C)NC4=NC=CC(=N4)C5=CN=CC=C5. Cell line: RPMI-8226. Synergy scores: CSS=-5.52, Synergy_ZIP=9.79, Synergy_Bliss=17.8, Synergy_Loewe=0.0454, Synergy_HSA=2.40.